The task is: Predict the reactants needed to synthesize the given product.. This data is from Full USPTO retrosynthesis dataset with 1.9M reactions from patents (1976-2016). (1) Given the product [Cl:32][C:30]1[CH:29]=[N+:28]([O-:33])[CH:27]=[C:26]([CH2:25][CH2:24][NH:23][C:11]2[N:10]=[C:9]([NH:8][C@@H:5]3[CH2:6][CH2:7][C@H:2]([OH:1])[C:3]([CH3:22])([CH3:21])[CH2:4]3)[C:14]([C:15]#[N:16])=[CH:13][N:12]=2)[CH:31]=1, predict the reactants needed to synthesize it. The reactants are: [OH:1][C@H:2]1[CH2:7][CH2:6][C@@H:5]([NH:8][C:9]2[C:14]([C:15]#[N:16])=[CH:13][N:12]=[C:11](S(C)(=O)=O)[N:10]=2)[CH2:4][C:3]1([CH3:22])[CH3:21].[NH2:23][CH2:24][CH2:25][C:26]1[CH:27]=[N+:28]([O-:33])[CH:29]=[C:30]([Cl:32])[CH:31]=1.CCN(C(C)C)C(C)C. (2) Given the product [Cl:1]/[C:11](=[N:10]\[OH:9])/[C:12]12[CH2:18][C:15]([C:19]([O:21][CH3:22])=[O:20])([CH2:14][CH2:13]1)[CH2:16][CH2:17]2, predict the reactants needed to synthesize it. The reactants are: [Cl:1]N1C(=O)CCC1=O.[OH:9]/[N:10]=[CH:11]/[C:12]12[CH2:18][C:15]([C:19]([O:21][CH3:22])=[O:20])([CH2:16][CH2:17]1)[CH2:14][CH2:13]2.O.C(OCC)(=O)C. (3) Given the product [F:1][C:2]1[CH:9]=[CH:8][C:7]([C:10]2[CH:11]=[C:12]([C:14]3[CH:19]=[CH:18][CH:17]=[CH:16][C:15]=3[O:20][CH2:21][CH:22]([CH3:24])[CH3:23])[NH:29][C:27](=[O:28])[N:26]=2)=[CH:6][C:3]=1[C:4]#[N:5], predict the reactants needed to synthesize it. The reactants are: [F:1][C:2]1[CH:9]=[CH:8][C:7]([C:10](=O)[CH2:11][C:12]([C:14]2[CH:19]=[CH:18][CH:17]=[CH:16][C:15]=2[O:20][CH2:21][CH:22]([CH3:24])[CH3:23])=O)=[CH:6][C:3]=1[C:4]#[N:5].[NH2:26][C:27]([NH2:29])=[O:28].Cl.C(=O)(O)[O-].[Na+]. (4) Given the product [Cl:22][C:18]1[CH:19]=[CH:20][CH:21]=[C:16]([Cl:15])[C:17]=1[C:23]1[CH:27]=[C:26]([C:28]2[CH:33]=[C:32]([NH:34][CH2:35][O:3][CH2:4][CH2:5][C:6]3[CH:11]=[CH:10][CH:9]=[CH:8][N:7]=3)[CH:31]=[CH:30][N:29]=2)[O:25][N:24]=1, predict the reactants needed to synthesize it. The reactants are: [H-].[Na+].[OH:3][CH2:4][CH2:5][C:6]1[CH:11]=[CH:10][CH:9]=[CH:8][N:7]=1.[H][H].Cl.[Cl:15][C:16]1[CH:21]=[CH:20][CH:19]=[C:18]([Cl:22])[C:17]=1[C:23]1[CH:27]=[C:26]([C:28]2[CH:33]=[C:32]([NH2:34])[CH:31]=[CH:30][N:29]=2)[O:25][N:24]=1.[CH2:35]=O. (5) Given the product [CH3:52][O:53][C:54](=[O:57])[CH2:55][NH:56][C:40]([NH:21][C:18]1[CH:17]=[CH:16][C:15]([CH2:14][N:12]2[CH:13]=[C:9]([C:3]3[CH:4]=[CH:5][C:6]([Cl:8])=[CH:7][C:2]=3[Cl:1])[N:10]=[C:11]2/[CH:22]=[CH:23]/[C:24]2[CH:29]=[CH:28][C:27]([C:30]3[CH:35]=[CH:34][CH:33]=[C:32]([C:36]([F:38])([F:39])[F:37])[CH:31]=3)=[CH:26][CH:25]=2)=[CH:20][CH:19]=1)=[O:41], predict the reactants needed to synthesize it. The reactants are: [Cl:1][C:2]1[CH:7]=[C:6]([Cl:8])[CH:5]=[CH:4][C:3]=1[C:9]1[N:10]=[C:11](/[CH:22]=[CH:23]/[C:24]2[CH:29]=[CH:28][C:27]([C:30]3[CH:35]=[CH:34][CH:33]=[C:32]([C:36]([F:39])([F:38])[F:37])[CH:31]=3)=[CH:26][CH:25]=2)[N:12]([CH2:14][C:15]2[CH:20]=[CH:19][C:18]([NH2:21])=[CH:17][CH:16]=2)[CH:13]=1.[C:40](N1C=CN=C1)(N1C=CN=C1)=[O:41].[CH3:52][O:53][C:54](=[O:57])[CH2:55][NH2:56]. (6) Given the product [Br:1][C:2]1[CH:17]=[CH:16][C:5]2[N:6]3[CH:45]=[CH:46][C:47](=[O:49])[CH2:48][CH:7]3[C:8]3[CH:15]=[CH:14][CH:13]=[CH:12][C:9]=3[CH:10]([CH3:11])[C:4]=2[CH:3]=1, predict the reactants needed to synthesize it. The reactants are: [Br:1][C:2]1[CH:17]=[CH:16][C:5]2[N:6]=[CH:7][C:8]3[CH:15]=[CH:14][CH:13]=[CH:12][C:9]=3[CH:10]([CH3:11])[C:4]=2[CH:3]=1.[O-]S(C(F)(F)F)(=O)=O.[Yb+3].[O-]S(C(F)(F)F)(=O)=O.[O-]S(C(F)(F)F)(=O)=O.CO/[CH:45]=[CH:46]/[C:47]([O:49][Si](C)(C)C)=[CH2:48].